This data is from Full USPTO retrosynthesis dataset with 1.9M reactions from patents (1976-2016). The task is: Predict the reactants needed to synthesize the given product. Given the product [OH:2][C:3]1[CH:4]=[CH:5][C:6]([CH2:7][N:8]2[C:13](=[O:14])[CH:12]=[CH:11][C:10]([C:15]3[CH:16]=[CH:17][CH:18]=[CH:19][CH:20]=3)=[N:9]2)=[CH:21][CH:22]=1, predict the reactants needed to synthesize it. The reactants are: C[O:2][C:3]1[CH:22]=[CH:21][C:6]([CH2:7][N:8]2[C:13](=[O:14])[CH:12]=[CH:11][C:10]([C:15]3[CH:20]=[CH:19][CH:18]=[CH:17][CH:16]=3)=[N:9]2)=[CH:5][CH:4]=1.B(Br)(Br)Br.